From a dataset of Full USPTO retrosynthesis dataset with 1.9M reactions from patents (1976-2016). Predict the reactants needed to synthesize the given product. (1) Given the product [C:12](=[S:14])([S:13][CH2:15][C:16]1[CH:21]=[CH:20][CH:19]=[CH:18][CH:17]=1)[S:11][CH2:8][CH2:9][CH3:10], predict the reactants needed to synthesize it. The reactants are: C(N(CC)CC)C.[CH2:8]([SH:11])[CH2:9][CH3:10].[C:12](=[S:14])=[S:13].[CH2:15](Br)[C:16]1[CH:21]=[CH:20][CH:19]=[CH:18][CH:17]=1.Cl. (2) Given the product [F:31][C:20]1[CH:21]=[N:22][C:23]2[C:28]([C:19]=1[C:17](=[O:18])[CH2:16][CH2:15][C@@H:12]1[CH2:13][CH2:14][NH:9][CH2:10][C@@H:11]1[C:32]([O:34][CH3:35])=[O:33])=[CH:27][C:26]([O:29][CH3:30])=[CH:25][CH:24]=2, predict the reactants needed to synthesize it. The reactants are: Cl.C(OC([N:9]1[CH2:14][CH2:13][C@@H:12]([CH2:15][CH2:16][C:17]([C:19]2[C:28]3[C:23](=[CH:24][CH:25]=[C:26]([O:29][CH3:30])[CH:27]=3)[N:22]=[CH:21][C:20]=2[F:31])=[O:18])[C@@H:11]([C:32]([O:34][CH3:35])=[O:33])[CH2:10]1)=O)(C)(C)C.[OH-].[Na+]. (3) Given the product [Cl:3][C:4]1[CH:15]=[CH:14][C:7]([O:8][CH2:9][C:10]([OH:12])=[O:11])=[C:6]([O:16][C:17]2[CH:22]=[CH:21][C:20]([S:23]([CH3:26])(=[O:24])=[O:25])=[C:19]([C:27]([F:29])([F:28])[F:30])[CH:18]=2)[CH:5]=1, predict the reactants needed to synthesize it. The reactants are: [OH-].[Na+].[Cl:3][C:4]1[CH:15]=[CH:14][C:7]([O:8][CH2:9][C:10]([O:12]C)=[O:11])=[C:6]([O:16][C:17]2[CH:22]=[CH:21][C:20]([S:23]([CH3:26])(=[O:25])=[O:24])=[C:19]([C:27]([F:30])([F:29])[F:28])[CH:18]=2)[CH:5]=1. (4) Given the product [Cl:21][C:17]1[CH:16]=[C:15]2[C:20]([C:12](=[CH:11][C:10]3[NH:9][CH:8]=[C:7]([CH3:26])[C:6]=3[CH2:5][CH2:4][C:1]([OH:3])=[O:2])[C:13](=[O:22])[NH:14]2)=[CH:19][CH:18]=1, predict the reactants needed to synthesize it. The reactants are: [C:1]([CH2:4][CH2:5][C:6]1[C:7]([CH3:26])=[C:8](C(O)=O)[NH:9][C:10]=1[CH:11]=[C:12]1[C:20]2[C:15](=[CH:16][C:17]([Cl:21])=[CH:18][CH:19]=2)[NH:14][C:13]1=[O:22])([OH:3])=[O:2].[OH-].[K+].O.Cl. (5) Given the product [CH2:31]([O:33][CH2:34][CH2:35][NH:36][C:16]([C:13]1[CH:14]=[C:15]2[C:10](=[CH:11][C:12]=1[O:19][CH3:20])[N:9]=[CH:8][CH:7]=[C:6]2[O:5][C:4]1[CH:21]=[CH:22][C:23]([NH:24][C:25]([NH:27][CH:28]2[CH2:29][CH2:30]2)=[O:26])=[C:2]([Cl:1])[CH:3]=1)=[O:18])[CH3:32], predict the reactants needed to synthesize it. The reactants are: [Cl:1][C:2]1[CH:3]=[C:4]([CH:21]=[CH:22][C:23]=1[NH:24][C:25]([NH:27][CH:28]1[CH2:30][CH2:29]1)=[O:26])[O:5][C:6]1[C:15]2[C:10](=[CH:11][C:12]([O:19][CH3:20])=[C:13]([C:16]([OH:18])=O)[CH:14]=2)[N:9]=[CH:8][CH:7]=1.[CH2:31]([O:33][CH2:34][CH2:35][NH2:36])[CH3:32].C(N(CC)CC)C.F[P-](F)(F)(F)(F)F.N1(O[P+](N(C)C)(N(C)C)N(C)C)C2C=CC=CC=2N=N1. (6) Given the product [C:1]1([C:7]2[C:16]3[C:11](=[CH:12][C:13]([C:17]4[CH:18]=[CH:19][CH:20]=[CH:21][CH:22]=4)=[CH:14][CH:15]=3)[CH:10]=[CH:9][C:8]=2[OH:23])[CH:2]=[CH:3][CH:4]=[CH:5][CH:6]=1, predict the reactants needed to synthesize it. The reactants are: [C:1]1([C:7]2[C:16]3[C:11](=[CH:12][C:13]([C:17]4[CH:22]=[CH:21][CH:20]=[CH:19][CH:18]=4)=[CH:14][CH:15]=3)[CH:10]=[CH:9][C:8]=2[O:23]CC)[CH:6]=[CH:5][CH:4]=[CH:3][CH:2]=1.Br.C(O)(=O)C. (7) Given the product [CH3:1][O:2][C:3]1[CH:4]=[CH:5][C:6]2[C:10]([O:11][C:12]3[CH:13]=[CH:14][C:15]([CH2:18][OH:19])=[N:16][CH:17]=3)=[C:9]([C:22]3[CH:27]=[CH:26][C:25]([O:28][CH3:29])=[CH:24][CH:23]=3)[S:8][C:7]=2[CH:31]=1, predict the reactants needed to synthesize it. The reactants are: [CH3:1][O:2][C:3]1[CH:4]=[CH:5][C:6]2[C:10]([O:11][C:12]3[CH:13]=[CH:14][C:15]([C:18](OC)=[O:19])=[N:16][CH:17]=3)=[C:9]([C:22]3[CH:27]=[CH:26][C:25]([O:28][CH3:29])=[CH:24][CH:23]=3)[S:8](=O)[C:7]=2[CH:31]=1.[H-].[H-].[H-].[H-].[Li+].[Al+3].